From a dataset of Reaction yield outcomes from USPTO patents with 853,638 reactions. Predict the reaction yield, written as a fraction of the theoretical maximum amount of product (1.0 means a 100% yield; for example, 0.34 means a 34% yield). (1) The reactants are [NH2:1][C@@H:2]1[C:8](=[O:9])[NH:7][C:6]2[CH:10]=[CH:11][CH:12]=[CH:13][C:5]=2[O:4][C@@H:3]1[C:14]1[CH:19]=[CH:18][CH:17]=[CH:16][CH:15]=1.C(N(CC)CC)C.[C:27](O[C:27]([O:29][C:30]([CH3:33])([CH3:32])[CH3:31])=[O:28])([O:29][C:30]([CH3:33])([CH3:32])[CH3:31])=[O:28]. The catalyst is C(Cl)Cl. The product is [O:9]=[C:8]1[NH:7][C:6]2[CH:10]=[CH:11][CH:12]=[CH:13][C:5]=2[O:4][C@H:3]([C:14]2[CH:15]=[CH:16][CH:17]=[CH:18][CH:19]=2)[C@@H:2]1[NH:1][C:27](=[O:28])[O:29][C:30]([CH3:33])([CH3:32])[CH3:31]. The yield is 0.830. (2) The yield is 0.720. The product is [OH:9][C:5]1[N:6]=[CH:7][N:8]=[C:3]([NH:1][N:2]=[C:20]2[CH2:25][CH2:24][CH:23]([C:26]([O:28][CH2:29][CH3:30])=[O:27])[CH2:22][CH2:21]2)[CH:4]=1. The catalyst is C(O)C. The reactants are [NH:1]([C:3]1[N:8]=[CH:7][N:6]=[C:5]([OH:9])[CH:4]=1)[NH2:2].N(C1NC=NC(=O)C=1)N.O=[C:20]1[CH2:25][CH2:24][CH:23]([C:26]([O:28][CH2:29][CH3:30])=[O:27])[CH2:22][CH2:21]1. (3) The reactants are [CH:1]([N:4]1[CH2:9][CH2:8][N:7]([C:10]2[CH:15]=[CH:14][C:13]([N+:16]([O-])=O)=[C:12]([CH3:19])[CH:11]=2)[CH2:6][CH2:5]1)([CH3:3])[CH3:2].C([O-])C.[K+].[CH2:24]([O:26][C:27](=[O:33])[C:28](OCC)=O)[CH3:25]. The catalyst is O1CCCC1. The product is [CH2:24]([O:26][C:27]([C:28]1[NH:16][C:13]2[C:12]([CH:19]=1)=[CH:11][C:10]([N:7]1[CH2:8][CH2:9][N:4]([CH:1]([CH3:3])[CH3:2])[CH2:5][CH2:6]1)=[CH:15][CH:14]=2)=[O:33])[CH3:25]. The yield is 0.310.